Task: Predict which catalyst facilitates the given reaction.. Dataset: Catalyst prediction with 721,799 reactions and 888 catalyst types from USPTO (1) Product: [C:17]([O:20][CH2:21][C:22]([CH3:50])([CH3:51])[CH2:23][N:24]1[C:30]2[CH:31]=[CH:32][C:33]([Cl:35])=[CH:34][C:29]=2[C@@H:28]([C:36]2[CH:41]=[CH:40][CH:39]=[C:38]([O:42][CH3:43])[C:37]=2[O:44][CH3:45])[O:27][C@H:26]([CH2:46]/[CH:47]=[CH:5]/[C:4]([O:3][CH2:1][CH3:2])=[O:14])[C:25]1=[O:49])(=[O:19])[CH3:18]. Reactant: [CH2:1]([O:3][C:4](=[O:14])[CH2:5]P(OCC)(OCC)=O)[CH3:2].[H-].[Na+].[C:17]([O:20][CH2:21][C:22]([CH3:51])([CH3:50])[CH2:23][N:24]1[C:30]2[CH:31]=[CH:32][C:33]([Cl:35])=[CH:34][C:29]=2[C@@H:28]([C:36]2[CH:41]=[CH:40][CH:39]=[C:38]([O:42][CH3:43])[C:37]=2[O:44][CH3:45])[O:27][C@H:26]([CH2:46][CH:47]=O)[C:25]1=[O:49])(=[O:19])[CH3:18]. The catalyst class is: 56. (2) Reactant: [CH3:1][C:2]1([CH3:56])[C:11]2[C:6](=[C:7]([CH2:12][O:13][CH:14]3[CH:19]([C:20]4[CH:25]=[CH:24][C:23]([O:26][CH2:27][CH2:28][CH2:29][O:30][CH2:31][C:32]5[CH:37]=[CH:36][CH:35]=[CH:34][C:33]=5[O:38][CH3:39])=[CH:22][CH:21]=4)[CH2:18][CH2:17][N:16]([C:40]([O:42][C:43]([CH3:46])([CH3:45])[CH3:44])=[O:41])[CH2:15]3)[CH:8]=[CH:9][CH:10]=2)[N:5](COCC[Si](C)(C)C)[C:4](=[O:55])[CH2:3]1.[F-].C([N+](CCCC)(CCCC)CCCC)CCC. Product: [CH3:1][C:2]1([CH3:56])[C:11]2[C:6](=[C:7]([CH2:12][O:13][CH:14]3[CH:19]([C:20]4[CH:25]=[CH:24][C:23]([O:26][CH2:27][CH2:28][CH2:29][O:30][CH2:31][C:32]5[CH:37]=[CH:36][CH:35]=[CH:34][C:33]=5[O:38][CH3:39])=[CH:22][CH:21]=4)[CH2:18][CH2:17][N:16]([C:40]([O:42][C:43]([CH3:46])([CH3:45])[CH3:44])=[O:41])[CH2:15]3)[CH:8]=[CH:9][CH:10]=2)[NH:5][C:4](=[O:55])[CH2:3]1. The catalyst class is: 7. (3) Reactant: [F:1][C:2]1[S:6][C:5]([C:7](=[O:9])[CH3:8])=[CH:4][CH:3]=1.C(N(C(C)C)CC)(C)C.FC(F)(F)S(O[Si](C)(C)C)(=O)=O.[Br:31]N1C(=O)CCC1=O.C(=O)(O)[O-].[Na+]. Product: [Br:31][CH2:8][C:7]([C:5]1[S:6][C:2]([F:1])=[CH:3][CH:4]=1)=[O:9]. The catalyst class is: 46. (4) Reactant: [C:1]([O:5][C:6]([N:8]1[CH2:13][CH2:12][CH2:11][C:10](=[O:14])[CH2:9]1)=[O:7])([CH3:4])([CH3:3])[CH3:2].[C:15]([Mg]Br)#[CH:16]. Product: [C:1]([O:5][C:6]([N:8]1[CH2:13][CH2:12][CH2:11][C:10]([C:15]#[CH:16])([OH:14])[CH2:9]1)=[O:7])([CH3:4])([CH3:2])[CH3:3]. The catalyst class is: 1. (5) Reactant: [NH:1]1[CH2:9][CH2:8][CH:4]([C:5]([OH:7])=[O:6])[CH2:3][CH2:2]1.C([O-])(O)=O.[Na+].[O:15](C(OC(C)(C)C)=O)[C:16]([O:18][C:19]([CH3:22])([CH3:21])[CH3:20])=O.Cl. Product: [C:19]([O:18][C:16]([N:1]1[CH2:9][CH2:8][CH:4]([C:5]([OH:7])=[O:6])[CH2:3][CH2:2]1)=[O:15])([CH3:22])([CH3:21])[CH3:20]. The catalyst class is: 38. (6) Reactant: O=C(Cl)[O:3][C:4](Cl)(Cl)Cl.[CH3:9][C:10]1[CH:17]=[CH:16][C:15]([C:18]2[CH:23]=[CH:22][CH:21]=[CH:20][CH:19]=2)=[CH:14][C:11]=1[CH2:12][NH2:13]. Product: [CH3:9][C:10]1[CH:17]=[CH:16][C:15]([C:18]2[CH:23]=[CH:22][CH:21]=[CH:20][CH:19]=2)=[CH:14][C:11]=1[CH2:12][N:13]=[C:4]=[O:3]. The catalyst class is: 11. (7) Reactant: Br[C:2]1[C:3]2[C:10]([CH3:11])=[CH:9][CH:8]=[CH:7][C:4]=2[S:5][CH:6]=1.C([Li])CCC.[Cl:17][CH2:18][C:19](N(OC)C)=[O:20]. Product: [Cl:17][CH2:18][C:19]([C:6]1[S:5][C:4]2[CH:7]=[CH:8][CH:9]=[C:10]([CH3:11])[C:3]=2[CH:2]=1)=[O:20]. The catalyst class is: 365. (8) Reactant: [CH2:1]([O:3][C:4](=[O:31])[C:5]1[CH:10]=[CH:9][C:8]([C:11]2[CH2:15][C:14]([C:20]3[CH:25]=[C:24]([Cl:26])[CH:23]=[C:22]([Cl:27])[CH:21]=3)([C:16]([F:19])([F:18])[F:17])[O:13][N:12]=2)=[CH:7][C:6]=1[N+:28]([O-])=O)[CH3:2].O.C(O)(=O)C. Product: [CH2:1]([O:3][C:4](=[O:31])[C:5]1[CH:10]=[CH:9][C:8]([C:11]2[CH2:15][C:14]([C:20]3[CH:21]=[C:22]([Cl:27])[CH:23]=[C:24]([Cl:26])[CH:25]=3)([C:16]([F:17])([F:18])[F:19])[O:13][N:12]=2)=[CH:7][C:6]=1[NH2:28])[CH3:2]. The catalyst class is: 13.